From a dataset of Peptide-MHC class I binding affinity with 185,985 pairs from IEDB/IMGT. Regression. Given a peptide amino acid sequence and an MHC pseudo amino acid sequence, predict their binding affinity value. This is MHC class I binding data. The peptide sequence is VPLPCQLMYA. The MHC is HLA-B07:02 with pseudo-sequence HLA-B07:02. The binding affinity (normalized) is 0.176.